Task: Predict the product of the given reaction.. Dataset: Forward reaction prediction with 1.9M reactions from USPTO patents (1976-2016) (1) Given the reactants Br[C:2]1[C:3]([NH2:9])=[N:4][CH:5]=[C:6]([CH3:8])[CH:7]=1.[OH-:10].[K+].[C:12](=[S:14])=S, predict the reaction product. The product is: [CH3:8][C:6]1[CH:7]=[C:2]2[O:10][C:12](=[S:14])[NH:9][C:3]2=[N:4][CH:5]=1. (2) The product is: [CH3:1][NH:2][C:3]([C:5]1[N:6]([C:26]2[CH:27]=[CH:28][C:23]([C:20](=[O:22])[CH3:21])=[CH:24][CH:25]=2)[C:7]2[C:12]([C:13]=1[Cl:14])=[CH:11][CH:10]=[CH:9][CH:8]=2)=[O:4]. Given the reactants [CH3:1][NH:2][C:3]([C:5]1[NH:6][C:7]2[C:12]([C:13]=1[Cl:14])=[CH:11][CH:10]=[CH:9][CH:8]=2)=[O:4].CN(C)C=O.[C:20]([C:23]1[CH:28]=[CH:27][C:26](B(O)O)=[CH:25][CH:24]=1)(=[O:22])[CH3:21].C(N(CC)C(C)C)(C)C, predict the reaction product. (3) Given the reactants [NH:1]1[C:9]2[C:4](=[CH:5][CH:6]=[CH:7][CH:8]=2)[CH:3]=[CH:2]1.FC1C=C2C(C=[CH:16][NH:17]2)=CC=1.ClC1C=C2C(C=CN2)=CC=1, predict the reaction product. The product is: [C:16]([C:7]1[CH:8]=[C:9]2[C:4]([CH:3]=[CH:2][NH:1]2)=[CH:5][CH:6]=1)#[N:17]. (4) Given the reactants C(O[C:6]1[CH:15]=[C:14]2[C:9]([CH:10]=[CH:11][C:12]([OH:16])=[CH:13]2)=[CH:8][CH:7]=1)CCC, predict the reaction product. The product is: [CH:7]1[CH:8]=[C:9]2[CH:10]=[CH:11][C:12]([OH:16])=[C:13]([C:13]3[C:14]4[C:9](=[CH:8][CH:7]=[CH:6][CH:15]=4)[CH:10]=[CH:11][C:12]=3[OH:16])[C:14]2=[CH:15][CH:6]=1. (5) Given the reactants [CH2:1]([C:4]1[CH:28]=[C:27]([C:29]2[S:30][C:31]3[CH2:37][CH2:36][CH2:35][CH2:34][C:32]=3[N:33]=2)[CH:26]=[CH:25][C:5]=1[O:6][CH2:7][CH2:8][CH2:9][O:10][C:11]1[CH:12]=[C:13]2[C:17](=[CH:18][CH:19]=1)[N:16]([CH2:20][C:21]([O:23]C)=[O:22])[CH:15]=[CH:14]2)[CH2:2][CH3:3].O[Li].O, predict the reaction product. The product is: [CH2:1]([C:4]1[CH:28]=[C:27]([C:29]2[S:30][C:31]3[CH2:37][CH2:36][CH2:35][CH2:34][C:32]=3[N:33]=2)[CH:26]=[CH:25][C:5]=1[O:6][CH2:7][CH2:8][CH2:9][O:10][C:11]1[CH:12]=[C:13]2[C:17](=[CH:18][CH:19]=1)[N:16]([CH2:20][C:21]([OH:23])=[O:22])[CH:15]=[CH:14]2)[CH2:2][CH3:3]. (6) Given the reactants [Br:1][C:2]1[CH:3]=[C:4]([CH:7]=[C:8]([Cl:10])[CH:9]=1)[C:5]#[N:6].[CH3:11][Mg]Br.[H-].[Al+3].[Li+].[H-].[H-].[H-], predict the reaction product. The product is: [Br:1][C:2]1[CH:3]=[C:4]([CH:5]([NH2:6])[CH3:11])[CH:7]=[C:8]([Cl:10])[CH:9]=1.